Task: Predict the reaction yield, written as a fraction of the theoretical maximum amount of product (1.0 means a 100% yield; for example, 0.34 means a 34% yield).. Dataset: Reaction yield outcomes from USPTO patents with 853,638 reactions (1) The reactants are C(NC(C)C)(C)C.C([Li])CCC.[CH3:13][C@@H:14]1[C@H:18]([C:19]2[CH:24]=[CH:23][CH:22]=[CH:21][CH:20]=2)[O:17][C:16](=[O:25])[N:15]1[C:26](=[O:35])[CH2:27][CH2:28][C@H:29]([CH3:34])[CH2:30][CH2:31][CH2:32][CH3:33].Br[CH2:37][C:38]([O:40][C:41]([CH3:44])([CH3:43])[CH3:42])=[O:39]. The catalyst is C1COCC1. The product is [C:41]([O:40][C:38](=[O:39])[CH2:37][C@@H:27]([C:26]([N:15]1[C@H:14]([CH3:13])[C@H:18]([C:19]2[CH:24]=[CH:23][CH:22]=[CH:21][CH:20]=2)[O:17][C:16]1=[O:25])=[O:35])[CH2:28][C@H:29]([CH3:34])[CH2:30][CH2:31][CH2:32][CH3:33])([CH3:44])([CH3:43])[CH3:42]. The yield is 0.610. (2) The reactants are [NH:1]1[CH2:6][CH2:5][O:4][CH2:3][CH2:2]1.Cl[CH2:8][C:9]([O:11][CH:12]1[C:13]([O:55][CH:56]([O:58][CH2:59][CH3:60])[CH3:57])([CH3:54])[CH2:14][CH2:15][CH:16]([O:48][CH:49]([O:51][CH2:52][CH3:53])[CH3:50])[CH2:17][C:18]([O:20][CH:21](/[C:26](/[CH3:47])=[CH:27]/[CH:28]=[CH:29]/[CH:30]([CH3:46])[CH2:31][CH:32]2[O:45][CH:33]2[CH:34]([CH3:44])[CH:35]([O:38][CH:39]([O:41][CH2:42][CH3:43])[CH3:40])[CH2:36][CH3:37])[CH:22]([CH3:25])[CH:23]=[CH:24]1)=[O:19])=[O:10].C(OCC)(=O)C.O. The catalyst is CN(C)C=O. The product is [CH2:52]([O:51][CH:49]([O:48][CH:16]1[CH2:15][CH2:14][C:13]([O:55][CH:56]([O:58][CH2:59][CH3:60])[CH3:57])([CH3:54])[CH:12]([O:11][C:9](=[O:10])[CH2:8][N:1]2[CH2:6][CH2:5][O:4][CH2:3][CH2:2]2)[CH:24]=[CH:23][CH:22]([CH3:25])[CH:21](/[C:26](/[CH3:47])=[CH:27]/[CH:28]=[CH:29]/[CH:30]([CH3:46])[CH2:31][CH:32]2[O:45][CH:33]2[CH:34]([CH3:44])[CH:35]([O:38][CH:39]([O:41][CH2:42][CH3:43])[CH3:40])[CH2:36][CH3:37])[O:20][C:18](=[O:19])[CH2:17]1)[CH3:50])[CH3:53]. The yield is 0.850. (3) The reactants are Cl.[CH2:2]1[C:5]2([CH2:10][CH2:9][N:8]([C:11]([O:13][C:14]([CH3:17])([CH3:16])[CH3:15])=[O:12])[CH2:7][CH2:6]2)[CH2:4][NH:3]1.[N:18]1[N:19]([C:23]2[CH:24]=[C:25]3[C:29](=[CH:30][CH:31]=2)[C:28](=O)[CH2:27][CH2:26]3)[N:20]=[CH:21][CH:22]=1.C(N(CC)CC)C.C(O[BH-](OC(=O)C)OC(=O)C)(=O)C.[Na+]. The catalyst is ClCCl.CC(C)[O-].[Ti+4].CC(C)[O-].CC(C)[O-].CC(C)[O-]. The product is [N:18]1[N:19]([C:23]2[CH:24]=[C:25]3[C:29](=[CH:30][CH:31]=2)[C@H:28]([N:3]2[CH2:4][C:5]4([CH2:6][CH2:7][N:8]([C:11]([O:13][C:14]([CH3:17])([CH3:16])[CH3:15])=[O:12])[CH2:9][CH2:10]4)[CH2:2]2)[CH2:27][CH2:26]3)[N:20]=[CH:21][CH:22]=1. The yield is 0.230. (4) The reactants are [C:1](OC(=O)C)(=[O:3])[CH3:2].[CH3:8][O:9][C:10]1[CH:11]=[C:12]([CH:14]=[CH:15][CH:16]=1)[NH2:13]. The catalyst is C(O)(=O)C.O. The product is [CH3:2][C:1]([NH:13][C:12]1[CH:14]=[CH:15][CH:16]=[C:10]([O:9][CH3:8])[CH:11]=1)=[O:3]. The yield is 0.930. (5) The reactants are [Cl:1][C:2]1[CH:10]=[CH:9][C:5]([C:6]([OH:8])=[O:7])=[C:4](I)[CH:3]=1.C(=O)([O-])[O-].[K+].[K+].[CH2:18]([O:20][C:21](=[O:32])[C:22]1[CH:27]=[CH:26][C:25]([SH:28])=[C:24]([N+:29]([O-:31])=[O:30])[CH:23]=1)[CH3:19].C(O)CO.Cl. The catalyst is [Cu]I.C(OCC)(=O)C.O.CC(O)C. The product is [CH2:18]([O:20][C:21]([C:22]1[CH:27]=[CH:26][C:25]([S:28][C:4]2[CH:3]=[C:2]([Cl:1])[CH:10]=[CH:9][C:5]=2[C:6]([OH:8])=[O:7])=[C:24]([N+:29]([O-:31])=[O:30])[CH:23]=1)=[O:32])[CH3:19]. The yield is 0.710.